From a dataset of NCI-60 drug combinations with 297,098 pairs across 59 cell lines. Regression. Given two drug SMILES strings and cell line genomic features, predict the synergy score measuring deviation from expected non-interaction effect. (1) Drug 1: COC1=CC(=CC(=C1O)OC)C2C3C(COC3=O)C(C4=CC5=C(C=C24)OCO5)OC6C(C(C7C(O6)COC(O7)C8=CC=CS8)O)O. Drug 2: C1=CN(C=N1)CC(O)(P(=O)(O)O)P(=O)(O)O. Cell line: DU-145. Synergy scores: CSS=0.469, Synergy_ZIP=-14.8, Synergy_Bliss=-30.5, Synergy_Loewe=-62.0, Synergy_HSA=-29.9. (2) Drug 1: C1CN1C2=NC(=NC(=N2)N3CC3)N4CC4. Drug 2: CC1=CC2C(CCC3(C2CCC3(C(=O)C)OC(=O)C)C)C4(C1=CC(=O)CC4)C. Cell line: HT29. Synergy scores: CSS=33.0, Synergy_ZIP=-10.4, Synergy_Bliss=-4.12, Synergy_Loewe=-13.8, Synergy_HSA=-5.32.